Task: Binary Classification. Given a drug SMILES string, predict its activity (active/inactive) in a high-throughput screening assay against a specified biological target.. Dataset: KCNQ2 potassium channel screen with 302,405 compounds (1) The drug is S(c1n(Cc2occc2)c(=O)c2c(n1)cccc2)CC(=O)c1ccc(F)cc1. The result is 0 (inactive). (2) The molecule is Clc1c([N+]([O-])=O)cc(C(OCC(=O)NC2CCCC2)=O)cc1. The result is 0 (inactive).